From a dataset of Full USPTO retrosynthesis dataset with 1.9M reactions from patents (1976-2016). Predict the reactants needed to synthesize the given product. The reactants are: [CH2:1]([O:8][C:9](=[O:21])[NH:10][C@H:11]1[CH2:16][CH2:15][C@@H:14]([OH:17])[C@H:13]([N:18]=[N+:19]=[N-:20])[CH2:12]1)[C:2]1[CH:7]=[CH:6][CH:5]=[CH:4][CH:3]=1.[CH3:22]I. Given the product [CH2:1]([O:8][C:9](=[O:21])[NH:10][C@H:11]1[CH2:16][CH2:15][C@@H:14]([O:17][CH3:22])[C@H:13]([N:18]=[N+:19]=[N-:20])[CH2:12]1)[C:2]1[CH:7]=[CH:6][CH:5]=[CH:4][CH:3]=1, predict the reactants needed to synthesize it.